Dataset: Forward reaction prediction with 1.9M reactions from USPTO patents (1976-2016). Task: Predict the product of the given reaction. Given the reactants Cl[CH2:2][CH2:3][N:4]1[CH2:8][CH2:7][CH2:6][CH2:5]1.[OH:9][C:10]1[CH:11]=[C:12]([CH:17]=[CH:18][CH:19]=1)[C:13]([O:15][CH3:16])=[O:14].[I-].[K+].C(=O)([O-])[O-].[K+].[K+], predict the reaction product. The product is: [N:4]1([CH2:3][CH2:2][O:9][C:10]2[CH:11]=[C:12]([CH:17]=[CH:18][CH:19]=2)[C:13]([O:15][CH3:16])=[O:14])[CH2:8][CH2:7][CH2:6][CH2:5]1.